Dataset: Catalyst prediction with 721,799 reactions and 888 catalyst types from USPTO. Task: Predict which catalyst facilitates the given reaction. (1) The catalyst class is: 13. Product: [ClH:34].[O:19]1[C:20]2[C:10]([C:5]3[CH:6]=[CH:7][CH:8]=[CH:9][C:4]=3[C:1](=[O:3])[CH3:2])=[CH:11][CH:12]=[CH:13][C:14]=2[CH2:15][NH:16][CH2:17][CH2:18]1. Reactant: [C:1]([C:4]1[CH:9]=[CH:8][CH:7]=[CH:6][C:5]=1[C:10]1[C:20]2[O:19][CH2:18][CH2:17][N:16](C(OC(C)(C)C)=O)[CH2:15][C:14]=2[CH:13]=[CH:12][CH:11]=1)(=[O:3])[CH3:2].C(OCC)(=O)C.[ClH:34]. (2) Reactant: [CH3:1][N:2]1[C@@H:19]2[CH2:20][C:7]3[CH:8]=[CH:9][C:10]([O:22][CH3:23])=[C:11]4[O:12][C@H:13]5[C:14]([CH2:16][CH2:17][C@:18]2([OH:21])[C@:5]5([C:6]=34)[CH2:4][CH2:3]1)=[O:15].[ClH:24].CC(O)C. Product: [CH3:1][N:2]1[C@@H:19]2[CH2:20][C:7]3[CH:8]=[CH:9][C:10]([O:22][CH3:23])=[C:11]4[O:12][C@H:13]5[C:14]([CH2:16][CH2:17][C@:18]2([OH:21])[C@:5]5([C:6]=34)[CH2:4][CH2:3]1)=[O:15].[ClH:24]. The catalyst class is: 211. (3) Reactant: [CH3:1][C:2]1[N:3]([C:8]2[CH:15]=[CH:14][CH:13]=[CH:12][C:9]=2[C:10]#[N:11])[CH:4]=[C:5]([CH3:7])[N:6]=1.[Br:16]N1C(=O)CCC1=O. Product: [Br:16][C:4]1[N:3]([C:8]2[CH:15]=[CH:14][CH:13]=[CH:12][C:9]=2[C:10]#[N:11])[C:2]([CH3:1])=[N:6][C:5]=1[CH3:7]. The catalyst class is: 10. (4) Reactant: CS(Cl)(=O)=O.[CH2:6]([O:13][C@@H:14]1[C@H:19](O)[C@H:18]([CH2:21][CH3:22])[CH2:17][O:16][CH2:15]1)[C:7]1[CH:12]=[CH:11][CH:10]=[CH:9][CH:8]=1.ClCCl.[N-:26]=[N+:27]=[N-:28].[Na+]. Product: [N:26]([C@H:19]1[C@H:18]([CH2:21][CH3:22])[CH2:17][O:16][CH2:15][C@@H:14]1[O:13][CH2:6][C:7]1[CH:12]=[CH:11][CH:10]=[CH:9][CH:8]=1)=[N+:27]=[N-:28]. The catalyst class is: 300. (5) Reactant: I[C:2]1[CH:7]=[CH:6][C:5]([C:8]2[O:9][C:10]([C:13]3[CH:18]=[CH:17][CH:16]=[C:15]([O:19][CH3:20])[CH:14]=3)=[N:11][N:12]=2)=[CH:4][CH:3]=1.[CH:21]1[C:33]2[NH:32][C:31]3[C:26](=[CH:27][CH:28]=[CH:29][CH:30]=3)[C:25]=2[CH:24]=[CH:23][CH:22]=1.C(=O)([O-])[O-].[K+].[K+]. Product: [CH:30]1[C:31]2[N:32]([C:2]3[CH:7]=[CH:6][C:5]([C:8]4[O:9][C:10]([C:13]5[CH:18]=[CH:17][CH:16]=[C:15]([O:19][CH3:20])[CH:14]=5)=[N:11][N:12]=4)=[CH:4][CH:3]=3)[C:33]3[C:25](=[CH:24][CH:23]=[CH:22][CH:21]=3)[C:26]=2[CH:27]=[CH:28][CH:29]=1. The catalyst class is: 3. (6) Reactant: C([Cl:4])(=O)C.C(OC([N:12]1[CH2:17][CH2:16][CH:15]([NH:18][C:19]2[CH:24]=[CH:23][CH:22]=[C:21]([NH:25][C:26](=[O:35])[C:27]3[CH:32]=[CH:31][C:30]([F:33])=[CH:29][C:28]=3[Cl:34])[CH:20]=2)[CH2:14][CH2:13]1)=O)(C)(C)C. Product: [ClH:4].[ClH:34].[Cl:34][C:28]1[CH:29]=[C:30]([F:33])[CH:31]=[CH:32][C:27]=1[C:26]([NH:25][C:21]1[CH:22]=[CH:23][CH:24]=[C:19]([NH:18][CH:15]2[CH2:14][CH2:13][NH:12][CH2:17][CH2:16]2)[CH:20]=1)=[O:35]. The catalyst class is: 5. (7) Reactant: [CH2:1]([N:8]1[CH2:13][CH2:12][CH:11]([CH:14]([CH2:20][CH2:21]Br)[C:15]([O:17][CH2:18][CH3:19])=[O:16])[CH2:10][CH2:9]1)[C:2]1[CH:7]=[CH:6][CH:5]=[CH:4][CH:3]=1.C(O[K])(C)(C)C.O.C(OCC)(=O)C. Product: [CH2:1]([N:8]1[CH2:13][CH2:12][CH:11]([C:14]2([C:15]([O:17][CH2:18][CH3:19])=[O:16])[CH2:21][CH2:20]2)[CH2:10][CH2:9]1)[C:2]1[CH:7]=[CH:6][CH:5]=[CH:4][CH:3]=1. The catalyst class is: 7. (8) Reactant: CS(O[CH:6]([C:8]1[CH:13]=[CH:12][CH:11]=[C:10]([N+:14]([O-:16])=[O:15])[CH:9]=1)[CH3:7])(=O)=O.[CH3:17][NH:18][CH3:19].C1COCC1. Product: [CH3:17][N:18]([CH3:19])[CH:6]([C:8]1[CH:13]=[CH:12][CH:11]=[C:10]([N+:14]([O-:16])=[O:15])[CH:9]=1)[CH3:7]. The catalyst class is: 1.